Dataset: Full USPTO retrosynthesis dataset with 1.9M reactions from patents (1976-2016). Task: Predict the reactants needed to synthesize the given product. (1) Given the product [N:33]1[CH:34]=[CH:35][C:30]([CH2:29][N:3]2[N:2]=[N:1][C:5]([C:6]3[CH:7]=[C:8]([C:12]4[N:17]5[N:18]=[CH:19][C:20]([C:21]([C:23]6[S:24][CH:25]=[CH:26][CH:27]=6)=[O:22])=[C:16]5[N:15]=[CH:14][CH:13]=4)[CH:9]=[CH:10][CH:11]=3)=[N:4]2)=[CH:31][CH:32]=1, predict the reactants needed to synthesize it. The reactants are: [NH:1]1[C:5]([C:6]2[CH:7]=[C:8]([C:12]3[N:17]4[N:18]=[CH:19][C:20]([C:21]([C:23]5[S:24][CH:25]=[CH:26][CH:27]=5)=[O:22])=[C:16]4[N:15]=[CH:14][CH:13]=3)[CH:9]=[CH:10][CH:11]=2)=[N:4][N:3]=[N:2]1.Br[CH2:29][C:30]1[CH:35]=[CH:34][N:33]=[CH:32][CH:31]=1. (2) Given the product [Cl:21][C:22]1[CH:27]=[CH:26][CH:25]=[CH:24][C:23]=1[C:11]1[CH:10]=[C:9]([N+:16]([O-:18])=[O:17])[CH:8]=[C:7]2[C:12]=1[CH2:13][CH2:14][N:5]([C:3](=[O:4])[C:2]([F:20])([F:19])[F:1])[CH2:6]2, predict the reactants needed to synthesize it. The reactants are: [F:1][C:2]([F:20])([F:19])[C:3]([N:5]1[CH2:14][CH2:13][C:12]2[C:7](=[CH:8][C:9]([N+:16]([O-:18])=[O:17])=[CH:10][C:11]=2I)[CH2:6]1)=[O:4].[Cl:21][C:22]1[CH:27]=[CH:26][CH:25]=[CH:24][C:23]=1B(O)O.C(=O)([O-])[O-].[K+].[K+]. (3) Given the product [CH3:13][O:12][S:10]([O-:15])=[O:11].[CH2:2]([N+:4]1[CH:8]=[CH:7][N:6]([CH3:9])[CH:5]=1)[CH3:3], predict the reactants needed to synthesize it. The reactants are: [Cl-].[CH2:2]([N+:4]1[CH:8]=[CH:7][N:6]([CH3:9])[CH:5]=1)[CH3:3].[S:10]([O:15]CC)([O:12][CH2:13]C)=[O:11].C(OS([O-])=O)C.C([N+]1C=CN(C)C=1)C. (4) Given the product [CH3:1][O:2][C:3](=[O:33])/[CH:4]=[CH:5]/[C:6]1[CH:11]=[CH:10][C:9]([CH:12]2[CH2:16][CH2:15][CH2:14][N:13]2[CH2:17][CH2:18][C:19]2[C:27]3[C:22](=[CH:23][C:24]([NH:28][S:35]([CH3:34])(=[O:37])=[O:36])=[CH:25][CH:26]=3)[NH:21][C:20]=2[C:29]([CH3:30])([CH3:32])[CH3:31])=[CH:8][CH:7]=1, predict the reactants needed to synthesize it. The reactants are: [CH3:1][O:2][C:3](=[O:33])/[CH:4]=[CH:5]/[C:6]1[CH:11]=[CH:10][C:9]([CH:12]2[CH2:16][CH2:15][CH2:14][N:13]2[CH2:17][CH2:18][C:19]2[C:27]3[C:22](=[CH:23][C:24]([NH2:28])=[CH:25][CH:26]=3)[NH:21][C:20]=2[C:29]([CH3:32])([CH3:31])[CH3:30])=[CH:8][CH:7]=1.[CH3:34][S:35](Cl)(=[O:37])=[O:36].C(N(CC)CC)C. (5) Given the product [S:13]1[CH:17]=[CH:16][CH:15]=[C:14]1[C:18]1[C:19]([C:20]#[N:21])=[N:7][NH:6][C:5]=1[Si:2]([CH3:4])([CH3:3])[CH3:1], predict the reactants needed to synthesize it. The reactants are: [CH3:1][Si:2]([CH:5]=[N+:6]=[N-:7])([CH3:4])[CH3:3].C([Li])CCC.[S:13]1[CH:17]=[CH:16][CH:15]=[C:14]1[CH:18]=[C:19](C#N)[C:20]#[N:21].[Cl-].[NH4+]. (6) Given the product [C:38]([O:42][C:43]([N:10]1[C:9]2[CH:26]=[CH:27][C:6]([S:3](=[O:5])(=[O:4])[N:2]([CH3:1])[CH3:28])=[CH:7][C:8]=2[N:12]=[C:11]1[CH2:13][O:14][C:15]1[CH:20]=[C:19]([F:21])[C:18]([CH:22]=[O:23])=[CH:17][C:16]=1[O:24][CH3:25])=[O:44])([CH3:41])([CH3:40])[CH3:39], predict the reactants needed to synthesize it. The reactants are: [CH3:1][N:2]([CH3:28])[S:3]([C:6]1[CH:27]=[CH:26][C:9]2[NH:10][C:11]([CH2:13][O:14][C:15]3[CH:20]=[C:19]([F:21])[C:18]([CH:22]=[O:23])=[CH:17][C:16]=3[O:24][CH3:25])=[N:12][C:8]=2[CH:7]=1)(=[O:5])=[O:4].C(N(CC)C(C)C)(C)C.[C:38]([O:42][C:43](O[C:43]([O:42][C:38]([CH3:41])([CH3:40])[CH3:39])=[O:44])=[O:44])([CH3:41])([CH3:40])[CH3:39]. (7) Given the product [CH:1]1([C:7]2[C:15]3[C:10](=[CH:11][C:12]([C:16]([O:18][CH3:19])=[O:17])=[CH:13][CH:14]=3)[N:9]([CH2:37][C:32]([C:33]([O:35][CH3:36])=[O:34])=[CH2:31])[C:8]=2[C:20]2[CH:25]=[CH:24][CH:23]=[CH:22][C:21]=2[CH:26]=[CH2:27])[CH2:6][CH2:5][CH2:4][CH2:3][CH2:2]1, predict the reactants needed to synthesize it. The reactants are: [CH:1]1([C:7]2[C:15]3[C:10](=[CH:11][C:12]([C:16]([O:18][CH3:19])=[O:17])=[CH:13][CH:14]=3)[NH:9][C:8]=2[C:20]2[CH:25]=[CH:24][CH:23]=[CH:22][C:21]=2[CH:26]=[CH2:27])[CH2:6][CH2:5][CH2:4][CH2:3][CH2:2]1.[H-].[Na+].Br[CH2:31][C:32](=[CH2:37])[C:33]([O:35][CH3:36])=[O:34]. (8) Given the product [Si:14]([O:21][C@H:22]([CH2:27][O:28][CH3:29])[C:23]([NH:13][C:10]1[CH:9]=[CH:8][C:7]([CH3:6])=[CH:12][N:11]=1)=[O:24])([C:17]([CH3:20])([CH3:19])[CH3:18])([CH3:15])[CH3:16], predict the reactants needed to synthesize it. The reactants are: C([Li])CCC.[CH3:6][C:7]1[CH:8]=[CH:9][C:10]([NH2:13])=[N:11][CH:12]=1.[Si:14]([O:21][C@H:22]([CH2:27][O:28][CH3:29])[C:23](OC)=[O:24])([C:17]([CH3:20])([CH3:19])[CH3:18])([CH3:16])[CH3:15]. (9) Given the product [CH3:36][N:37]([CH3:38])[C:30](=[O:32])[CH:29]([C:26]1[CH:25]=[CH:24][C:23]([C:21]2[CH:20]=[N:19][N:18]3[C:14]([C:10]4[CH:11]=[CH:12][CH:13]=[C:8]([NH:7][C:5]([NH:4][CH2:3][C:2]([F:34])([F:35])[F:1])=[O:6])[CH:9]=4)=[CH:15][N:16]=[C:17]3[CH:22]=2)=[CH:28][CH:27]=1)[CH3:33], predict the reactants needed to synthesize it. The reactants are: [F:1][C:2]([F:35])([F:34])[CH2:3][NH:4][C:5]([NH:7][C:8]1[CH:9]=[C:10]([C:14]2[N:18]3[N:19]=[CH:20][C:21]([C:23]4[CH:28]=[CH:27][C:26]([CH:29]([CH3:33])[C:30]([OH:32])=O)=[CH:25][CH:24]=4)=[CH:22][C:17]3=[N:16][CH:15]=2)[CH:11]=[CH:12][CH:13]=1)=[O:6].[CH3:36][NH:37][CH3:38].